Dataset: Catalyst prediction with 721,799 reactions and 888 catalyst types from USPTO. Task: Predict which catalyst facilitates the given reaction. (1) Reactant: [CH:1]1([CH2:7][O:8][C:9]2[C:10]3[N:11]([C:15]([C:19]([NH:21][C:22]4([CH2:38][C:39]([O:41][CH3:42])=[O:40])[CH2:27][CH2:26][N:25](C(OCC5C=CC=CC=5)=O)[CH2:24][CH2:23]4)=[O:20])=[C:16]([CH3:18])[N:17]=3)[CH:12]=[CH:13][CH:14]=2)[CH2:6][CH2:5][CH2:4][CH2:3][CH2:2]1. Product: [CH3:42][O:41][C:39](=[O:40])[CH2:38][C:22]1([NH:21][C:19]([C:15]2[N:11]3[CH:12]=[CH:13][CH:14]=[C:9]([O:8][CH2:7][CH:1]4[CH2:2][CH2:3][CH2:4][CH2:5][CH2:6]4)[C:10]3=[N:17][C:16]=2[CH3:18])=[O:20])[CH2:23][CH2:24][NH:25][CH2:26][CH2:27]1. The catalyst class is: 129. (2) Reactant: [CH:1]1([CH2:4][N:5]2[C:9]3=[N:10][CH:11]=[C:12]([NH:14][CH3:15])[CH:13]=[C:8]3[N:7]=[C:6]2[CH2:16][C:17]2[CH:22]=[CH:21][C:20]([O:23][CH2:24][CH3:25])=[CH:19][CH:18]=2)[CH2:3][CH2:2]1.C(N(CC)CC)C.[S:33]1[CH:37]=[CH:36][CH:35]=[C:34]1[S:38](Cl)(=[O:40])=[O:39].CC(O)=O. The catalyst class is: 10. Product: [CH:1]1([CH2:4][N:5]2[C:9]3=[N:10][CH:11]=[C:12]([N:14]([CH3:15])[S:38]([C:34]4[S:33][CH:37]=[CH:36][CH:35]=4)(=[O:40])=[O:39])[CH:13]=[C:8]3[N:7]=[C:6]2[CH2:16][C:17]2[CH:22]=[CH:21][C:20]([O:23][CH2:24][CH3:25])=[CH:19][CH:18]=2)[CH2:3][CH2:2]1. (3) Reactant: [F:1][CH2:2][CH2:3][OH:4].[S:5](Cl)([C:8]1[CH:14]=[CH:13][C:11]([CH3:12])=[CH:10][CH:9]=1)(=[O:7])=[O:6]. Product: [S:5]([C:8]1[CH:14]=[CH:13][C:11]([CH3:12])=[CH:10][CH:9]=1)([O:4][CH2:3][CH2:2][F:1])(=[O:7])=[O:6]. The catalyst class is: 17. (4) Reactant: [N+:1]([C:4]1[C:5]([C:13]([O:15][CH3:16])=[O:14])=[N:6][NH:7][C:8]=1[C:9]([O:11][CH3:12])=[O:10])([O-:3])=[O:2].C(=O)([O-])[O-].[K+].[K+].Br[CH2:24][CH2:25][O:26][CH2:27][CH2:28][O:29][CH3:30]. Product: [CH3:30][O:29][CH2:28][CH2:27][O:26][CH2:25][CH2:24][N:7]1[C:8]([C:9]([O:11][CH3:12])=[O:10])=[C:4]([N+:1]([O-:3])=[O:2])[C:5]([C:13]([O:15][CH3:16])=[O:14])=[N:6]1. The catalyst class is: 9.